Dataset: Reaction yield outcomes from USPTO patents with 853,638 reactions. Task: Predict the reaction yield, written as a fraction of the theoretical maximum amount of product (1.0 means a 100% yield; for example, 0.34 means a 34% yield). The reactants are [N:1]1[CH:6]=[CH:5][CH:4]=[C:3]([CH:7]=O)[CH:2]=1.[CH3:9][O:10][C:11](=[O:28])[C:12]1[C:13](=[C:18]([NH:22]CCCCC)[CH:19]=[CH:20][CH:21]=1)[C:14]([O:16][CH3:17])=[O:15]. The catalyst is C(OCC)C. The product is [CH3:9][O:10][C:11](=[O:28])[C:12]1[C:13](=[C:18]([NH:22][CH2:7][C:3]2[CH:2]=[N:1][CH:6]=[CH:5][CH:4]=2)[CH:19]=[CH:20][CH:21]=1)[C:14]([O:16][CH3:17])=[O:15]. The yield is 0.610.